From a dataset of Full USPTO retrosynthesis dataset with 1.9M reactions from patents (1976-2016). Predict the reactants needed to synthesize the given product. (1) Given the product [F:14][C:15]1[CH:20]=[CH:19][C:18]([NH:21][C:22]([NH:13][C@H:10]2[CH2:9][CH2:8][C@H:7]([C:1]3[CH:6]=[CH:5][CH:4]=[CH:3][CH:2]=3)[CH2:12][CH2:11]2)=[O:23])=[CH:17][CH:16]=1, predict the reactants needed to synthesize it. The reactants are: [C:1]1([C@H:7]2[CH2:12][CH2:11][C@H:10]([NH2:13])[CH2:9][CH2:8]2)[CH:6]=[CH:5][CH:4]=[CH:3][CH:2]=1.[F:14][C:15]1[CH:20]=[CH:19][C:18]([N:21]=[C:22]=[O:23])=[CH:17][CH:16]=1. (2) The reactants are: [NH:1]1[C:5]2[CH:6]=[CH:7][CH:8]=[CH:9][C:4]=2[N:3]=[C:2]1[C:10]1[C:18]2[C:13](=[CH:14][CH:15]=[C:16](I)[CH:17]=2)[NH:12][N:11]=1.[CH:20]([O-])=[O:21].[Na+]. Given the product [NH:1]1[C:5]2[CH:6]=[CH:7][CH:8]=[CH:9][C:4]=2[N:3]=[C:2]1[C:10]1[C:18]2[C:13](=[CH:14][CH:15]=[C:16]([CH:20]=[O:21])[CH:17]=2)[NH:12][N:11]=1, predict the reactants needed to synthesize it.